This data is from Full USPTO retrosynthesis dataset with 1.9M reactions from patents (1976-2016). The task is: Predict the reactants needed to synthesize the given product. (1) Given the product [CH:28]1([NH:27][C:23]2[CH:22]=[C:21]([C:4]3[CH:3]=[C:2]([C:37]4[CH:38]=[N:34][NH:35][CH:36]=4)[CH:7]=[C:6]([N:8]4[CH2:9][CH2:10][NH:11][CH2:12][CH2:13]4)[N:5]=3)[CH:26]=[CH:25][N:24]=2)[CH2:33][CH2:32][CH2:31][CH2:30][CH2:29]1, predict the reactants needed to synthesize it. The reactants are: Br[C:2]1[CH:7]=[C:6]([N:8]2[CH2:13][CH2:12][N:11](C(OC(C)(C)C)=O)[CH2:10][CH2:9]2)[N:5]=[C:4]([C:21]2[CH:26]=[CH:25][N:24]=[C:23]([NH:27][CH:28]3[CH2:33][CH2:32][CH2:31][CH2:30][CH2:29]3)[CH:22]=2)[CH:3]=1.[NH:34]1[CH:38]=[C:37](B(O)O)[CH:36]=[N:35]1.C([O-])([O-])=O.[Na+].[Na+].COCCOC. (2) The reactants are: [Cl:1][C:2]1[CH:3]=[C:4](B(O)O)[CH:5]=[CH:6][CH:7]=1.[O:11]=[S:12]1(=[O:29])[CH2:17][CH2:16][N:15]2[CH2:18][CH2:19][CH2:20][C@@H:21]([C:22]3[CH:27]=[CH:26][C:25]([OH:28])=[CH:24][CH:23]=3)[C:14]2=[N:13]1.C(N(CC)CC)C. Given the product [Cl:1][C:2]1[CH:3]=[C:4]([CH:5]=[CH:6][CH:7]=1)[O:28][C:25]1[CH:24]=[CH:23][C:22]([C@H:21]2[C:14]3=[N:13][S:12](=[O:29])(=[O:11])[CH2:17][CH2:16][N:15]3[CH2:18][CH2:19][CH2:20]2)=[CH:27][CH:26]=1, predict the reactants needed to synthesize it. (3) The reactants are: [CH2:1]([O:8][C:9]1[CH:10]=[C:11](Br)[CH:12]=[CH:13][CH:14]=1)[C:2]1[CH:7]=[CH:6][CH:5]=[CH:4][CH:3]=1.[C:16]([C:18]1[CH:19]=[C:20](B(O)O)[CH:21]=[CH:22][CH:23]=1)#[N:17].[OH-].[Ba+2].[OH-].COCCOC. Given the product [CH2:1]([O:8][C:9]1[CH:10]=[C:11]([C:22]2[CH:23]=[C:18]([CH:19]=[CH:20][CH:21]=2)[C:16]#[N:17])[CH:12]=[CH:13][CH:14]=1)[C:2]1[CH:7]=[CH:6][CH:5]=[CH:4][CH:3]=1, predict the reactants needed to synthesize it. (4) Given the product [Br:1][C:2]1[CH:7]=[CH:6][C:5]([O:8][Si:24]([C:20]([CH3:23])([CH3:22])[CH3:21])([CH3:26])[CH3:25])=[C:4]([O:9][CH3:10])[CH:3]=1, predict the reactants needed to synthesize it. The reactants are: [Br:1][C:2]1[CH:7]=[CH:6][C:5]([OH:8])=[C:4]([O:9][CH3:10])[CH:3]=1.C(N(C(C)C)C(C)C)C.[C:20]([Si:24](Cl)([CH3:26])[CH3:25])([CH3:23])([CH3:22])[CH3:21]. (5) Given the product [Cl:12][C:9]1[CH:8]=[CH:7][CH:6]=[C:5]2[C:10]=1[CH:11]=[C:2]([N:18]1[CH2:19][CH2:20][N:15]([CH3:14])[CH:16]([CH2:21][OH:22])[CH2:17]1)[NH:3][C:4]2=[O:13], predict the reactants needed to synthesize it. The reactants are: Cl[C:2]1[NH:3][C:4](=[O:13])[C:5]2[C:10]([CH:11]=1)=[C:9]([Cl:12])[CH:8]=[CH:7][CH:6]=2.[CH3:14][N:15]1[CH2:20][CH2:19][NH:18][CH2:17][CH:16]1[CH2:21][OH:22]. (6) Given the product [Cl:19][C:13]1[N:8]2[N:7]=[C:6]([C:2]([F:5])([F:1])[CH2:3][CH3:4])[N:16]=[C:9]2[N:10]=[C:11]([CH3:15])[CH:12]=1, predict the reactants needed to synthesize it. The reactants are: [F:1][C:2]([C:6]1[N:16]=[C:9]2[N:10]=[C:11]([CH3:15])[CH:12]=[C:13](O)[N:8]2[N:7]=1)([F:5])[CH2:3][CH3:4].P(Cl)(Cl)([Cl:19])=O.C([O-])([O-])=O.[Na+].[Na+]. (7) Given the product [OH:27][C:19]1[CH:18]=[C:17]([CH:15]2[C:8]([C:9]3[CH:13]=[CH:12][S:11][CH:10]=3)=[C:7]([C:5]3[CH:4]=[N:3][N:2]([CH3:1])[CH:6]=3)[NH:42][C:29](=[O:36])[CH2:28]2)[CH:26]=[CH:25][C:20]=1[C:21]([OH:23])=[O:22], predict the reactants needed to synthesize it. The reactants are: [CH3:1][N:2]1[CH:6]=[C:5]([C:7](=O)[CH2:8][C:9]2[CH:13]=[CH:12][S:11][CH:10]=2)[CH:4]=[N:3]1.[CH:15]([C:17]1[CH:26]=[CH:25][C:20]([C:21]([O:23]C)=[O:22])=[C:19]([OH:27])[CH:18]=1)=O.[CH3:28][C:29]1(C)[O:36]C(=O)CC(=O)O1.C([O-])(C)=O.[NH4+:42].